Dataset: Forward reaction prediction with 1.9M reactions from USPTO patents (1976-2016). Task: Predict the product of the given reaction. (1) Given the reactants [CH:1]([C:4]1[CH:8]=[C:7]([NH2:9])[N:6]([C:10]2[CH:11]=[N:12][CH:13]=[CH:14][CH:15]=2)[N:5]=1)([CH3:3])[CH3:2].C(=O)([O-])[O-].[K+].[K+].Cl[C:23]([O:25][C:26]1[CH:31]=[CH:30][CH:29]=[CH:28][CH:27]=1)=[O:24], predict the reaction product. The product is: [CH:1]([C:4]1[CH:8]=[C:7]([NH:9][C:23](=[O:24])[O:25][C:26]2[CH:31]=[CH:30][CH:29]=[CH:28][CH:27]=2)[N:6]([C:10]2[CH:11]=[N:12][CH:13]=[CH:14][CH:15]=2)[N:5]=1)([CH3:3])[CH3:2]. (2) Given the reactants [CH2:1]([C@H:4]1[C:9](=[O:10])[O:8][C@H:7]([C:11]2[CH:16]=[CH:15][CH:14]=[CH:13][CH:12]=2)[C@H:6]([C:17]2[CH:22]=[CH:21][CH:20]=[CH:19][CH:18]=2)[N:5]1[C:23]([O:25][C:26]([CH3:29])([CH3:28])[CH3:27])=[O:24])[CH:2]=[CH2:3].C1OCCOCCOCCOCCOC1.C[Si]([N-][Si](C)(C)C)(C)C.[Na+].Br[CH2:56][CH:57]1[CH2:62][CH2:61][N:60]([C:63]([O:65][CH2:66][CH2:67][Si:68]([CH3:71])([CH3:70])[CH3:69])=[O:64])[CH2:59][CH2:58]1.[Cl-].[NH4+], predict the reaction product. The product is: [CH2:1]([C@:4]1([CH2:56][CH:57]2[CH2:62][CH2:61][N:60]([C:63]([O:65][CH2:66][CH2:67][Si:68]([CH3:69])([CH3:71])[CH3:70])=[O:64])[CH2:59][CH2:58]2)[C:9](=[O:10])[O:8][C@H:7]([C:11]2[CH:16]=[CH:15][CH:14]=[CH:13][CH:12]=2)[C@H:6]([C:17]2[CH:22]=[CH:21][CH:20]=[CH:19][CH:18]=2)[N:5]1[C:23]([O:25][C:26]([CH3:29])([CH3:28])[CH3:27])=[O:24])[CH:2]=[CH2:3].